From a dataset of NCI-60 drug combinations with 297,098 pairs across 59 cell lines. Regression. Given two drug SMILES strings and cell line genomic features, predict the synergy score measuring deviation from expected non-interaction effect. (1) Drug 1: CCC1(CC2CC(C3=C(CCN(C2)C1)C4=CC=CC=C4N3)(C5=C(C=C6C(=C5)C78CCN9C7C(C=CC9)(C(C(C8N6C=O)(C(=O)OC)O)OC(=O)C)CC)OC)C(=O)OC)O.OS(=O)(=O)O. Drug 2: CN1C2=C(C=C(C=C2)N(CCCl)CCCl)N=C1CCCC(=O)O.Cl. Cell line: T-47D. Synergy scores: CSS=-8.55, Synergy_ZIP=4.68, Synergy_Bliss=3.14, Synergy_Loewe=-2.54, Synergy_HSA=-4.32. (2) Drug 1: CNC(=O)C1=CC=CC=C1SC2=CC3=C(C=C2)C(=NN3)C=CC4=CC=CC=N4. Drug 2: CC1CCC2CC(C(=CC=CC=CC(CC(C(=O)C(C(C(=CC(C(=O)CC(OC(=O)C3CCCCN3C(=O)C(=O)C1(O2)O)C(C)CC4CCC(C(C4)OC)OCCO)C)C)O)OC)C)C)C)OC. Cell line: EKVX. Synergy scores: CSS=26.3, Synergy_ZIP=1.20, Synergy_Bliss=0.831, Synergy_Loewe=-6.47, Synergy_HSA=2.88.